Predict the reactants needed to synthesize the given product. From a dataset of Retrosynthesis with 50K atom-mapped reactions and 10 reaction types from USPTO. (1) Given the product CON(C)C(=O)Cn1ccnc1, predict the reactants needed to synthesize it. The reactants are: CON(C)C(=O)CCl.c1c[nH]cn1. (2) Given the product COc1ccc(C(=O)c2ccc(OC)cc2C(=O)O)c(OC)c1, predict the reactants needed to synthesize it. The reactants are: COc1ccc(Br)c(C(=O)O)c1.COc1ccc(C(=O)N(C)OC)c(OC)c1. (3) Given the product COC(=O)Cc1cccc(Oc2ccc(Br)cc2CN2C(=O)O[C@H](Oc3ccc(Cl)cc3)[C@H]2C)c1, predict the reactants needed to synthesize it. The reactants are: COC(=O)Cc1cccc(Oc2ccc(Br)cc2CBr)c1.C[C@H]1NC(=O)O[C@@H]1Oc1ccc(Cl)cc1. (4) Given the product COC(=O)[C@@H](OC(C)(C)C)c1c(C)cc2nc3cn2c1N1CCC(C)(CC1)OCCCC[C@H](C)Oc1cc(C)cc(F)c1-c1cccc-3c1, predict the reactants needed to synthesize it. The reactants are: COC(=O)[C@@H](OC(C)(C)C)c1c(C)cc2nc3cn2c1N1CCC(C)(CC1)OCC=CC[C@H](C)Oc1cc(C)cc(F)c1-c1cccc-3c1. (5) The reactants are: CC(C)OC(=O)C1CCCN1S(=O)(=O)c1ccc(N2CCC(=O)CC2)cc1.NC[C@H](O)COc1cccc2[nH]c(=O)[nH]c12. Given the product CC(C)OC(=O)C1CCCN1S(=O)(=O)c1ccc(N2CCC(NCC(O)COc3cccc4[nH]c(=O)[nH]c34)CC2)cc1, predict the reactants needed to synthesize it. (6) Given the product C#CCNc1c(C(F)(F)F)cc([N+](=O)[O-])c2nc(C(F)(F)F)[nH]c12, predict the reactants needed to synthesize it. The reactants are: C#CCN.O=[N+]([O-])c1cc(C(F)(F)F)c(Cl)c2[nH]c(C(F)(F)F)nc12.